From a dataset of Merck oncology drug combination screen with 23,052 pairs across 39 cell lines. Regression. Given two drug SMILES strings and cell line genomic features, predict the synergy score measuring deviation from expected non-interaction effect. (1) Drug 1: Nc1ccn(C2OC(CO)C(O)C2(F)F)c(=O)n1. Drug 2: CC1(c2nc3c(C(N)=O)cccc3[nH]2)CCCN1. Cell line: UWB1289BRCA1. Synergy scores: synergy=-5.62. (2) Drug 1: CC1(c2nc3c(C(N)=O)cccc3[nH]2)CCCN1. Drug 2: Cn1cc(-c2cnn3c(N)c(Br)c(C4CCCNC4)nc23)cn1. Cell line: NCIH520. Synergy scores: synergy=-2.55.